Dataset: Peptide-MHC class I binding affinity with 185,985 pairs from IEDB/IMGT. Task: Regression. Given a peptide amino acid sequence and an MHC pseudo amino acid sequence, predict their binding affinity value. This is MHC class I binding data. (1) The peptide sequence is SRARIKTRL. The MHC is HLA-A26:01 with pseudo-sequence HLA-A26:01. The binding affinity (normalized) is 0.0847. (2) The peptide sequence is FLPGQYMNI. The MHC is HLA-A11:01 with pseudo-sequence HLA-A11:01. The binding affinity (normalized) is 0.0847. (3) The peptide sequence is NIVTDLENR. The MHC is HLA-A33:01 with pseudo-sequence HLA-A33:01. The binding affinity (normalized) is 0.379.